From a dataset of Forward reaction prediction with 1.9M reactions from USPTO patents (1976-2016). Predict the product of the given reaction. (1) The product is: [Cl:1][C:2]1[N:3]=[C:4]([OH:11])[CH:5]=[CH:6][C:7]=1[N+:8]([O-:10])=[O:9]. Given the reactants [Cl:1][C:2]1[C:7]([N+:8]([O-:10])=[O:9])=[CH:6][CH:5]=[C:4]([O:11]C)[N:3]=1.Cl.[OH-].[Na+], predict the reaction product. (2) Given the reactants Cl[C:2]1[C:11]([CH:12]=[O:13])=[CH:10][C:9]2[C:4](=[CH:5][CH:6]=[CH:7][C:8]=2[Cl:14])[N:3]=1.[F:15][C:16]([F:27])([F:26])[C:17]1[CH:22]=[CH:21][CH:20]=[CH:19][C:18]=1B(O)O.C(O)(O)=O, predict the reaction product. The product is: [Cl:14][C:8]1[CH:7]=[CH:6][CH:5]=[C:4]2[C:9]=1[CH:10]=[C:11]([CH:12]=[O:13])[C:2]([C:18]1[CH:19]=[CH:20][CH:21]=[CH:22][C:17]=1[C:16]([F:27])([F:26])[F:15])=[N:3]2. (3) Given the reactants [CH:1]1([C@H:4]([NH:8][C:9]([C:11]2[C:12]3[CH2:13][C@H:14]4[CH2:27][C@H:15]4[C:16]=3[N:17]([C:19]3[CH:24]=[CH:23][C:22]([F:25])=[CH:21][C:20]=3[F:26])[N:18]=2)=[O:10])[C:5](O)=[O:6])[CH2:3][CH2:2]1.B.C([O-])(O)=O.[Na+], predict the reaction product. The product is: [CH:1]1([C@H:4]([NH:8][C:9]([C:11]2[C:12]3[CH2:13][C@H:14]4[CH2:27][C@H:15]4[C:16]=3[N:17]([C:19]3[CH:24]=[CH:23][C:22]([F:25])=[CH:21][C:20]=3[F:26])[N:18]=2)=[O:10])[CH2:5][OH:6])[CH2:3][CH2:2]1. (4) The product is: [NH2:14][CH:15]([CH2:27][C:28]1[CH:33]=[CH:32][C:31]([C:34]2[CH:39]=[CH:38][CH:37]=[CH:36][CH:35]=2)=[CH:30][C:29]=1[Cl:40])[C:16]([N:18]1[CH2:26][C:25]2[C:20](=[CH:21][CH:22]=[CH:23][CH:24]=2)[CH2:19]1)=[O:17]. Given the reactants C(=[N:14][CH:15]([CH2:27][C:28]1[CH:33]=[CH:32][C:31]([C:34]2[CH:39]=[CH:38][CH:37]=[CH:36][CH:35]=2)=[CH:30][C:29]=1[Cl:40])[C:16]([N:18]1[CH2:26][C:25]2[C:20](=[CH:21][CH:22]=[CH:23][CH:24]=2)[CH2:19]1)=[O:17])(C1C=CC=CC=1)C1C=CC=CC=1.Cl, predict the reaction product. (5) Given the reactants [Cl:1][C:2]1[C:7]([O:8][C:9]2[C:10]([O:15][CH2:16][C:17]([O:19][CH3:20])=[O:18])=[N:11][CH:12]=[CH:13][CH:14]=2)=[CH:6][C:5]([NH:21]C(=O)C)=[C:4]([F:25])[CH:3]=1, predict the reaction product. The product is: [Cl:1][C:2]1[C:7]([O:8][C:9]2[C:10]([O:15][CH2:16][C:17]([O:19][CH3:20])=[O:18])=[N:11][CH:12]=[CH:13][CH:14]=2)=[CH:6][C:5]([NH2:21])=[C:4]([F:25])[CH:3]=1. (6) Given the reactants [N:1]([C:4]1[CH:9]=[C:8]([S:10]([CH3:13])(=[O:12])=[O:11])[CH:7]=[CH:6][C:5]=1[O:14][CH3:15])=[C:2]=[S:3].COC1C=CC=CC=1NC([NH:27][C:28]1[C:36]2[N:35]=[CH:34][N:33]([CH3:37])[C:32]=2[CH:31]=[CH:30][CH:29]=1)=S, predict the reaction product. The product is: [CH3:13][S:10]([C:8]1[CH:7]=[CH:6][C:5]([O:14][CH3:15])=[C:4]([NH:1][C:2]([NH:27][C:28]2[C:36]3[N:35]=[CH:34][N:33]([CH3:37])[C:32]=3[CH:31]=[CH:30][CH:29]=2)=[S:3])[CH:9]=1)(=[O:12])=[O:11]. (7) Given the reactants [CH3:1][C@:2]12[C@@:19]3([CH3:20])[C@@H:10]([C@:11]4([CH3:33])[C@@H:16]([CH2:17][CH2:18]3)[C:15]([CH3:22])([CH3:21])[C:14]([C:23]3[CH:32]=[CH:31][C:26]([C:27]([O:29]C)=[O:28])=[CH:25][CH:24]=3)=[CH:13][CH2:12]4)[CH2:9][CH2:8][C@@H:7]1[C@H:6]1[C@H:34]([C:37]([CH3:39])=[CH2:38])[CH2:35][CH2:36][C@:5]1([NH:40][CH2:41][CH2:42][S:43]([CH:46]=[CH2:47])(=[O:45])=[O:44])[CH2:4][CH2:3]2.[OH-:48].[Na+], predict the reaction product. The product is: [OH:48][CH2:47][CH2:46][S:43]([CH2:42][CH2:41][NH:40][C@:5]12[CH2:36][CH2:35][C@@H:34]([C:37]([CH3:39])=[CH2:38])[C@@H:6]1[C@@H:7]1[C@@:2]([CH3:1])([CH2:3][CH2:4]2)[C@@:19]2([CH3:20])[C@@H:10]([C@:11]3([CH3:33])[C@@H:16]([CH2:17][CH2:18]2)[C:15]([CH3:22])([CH3:21])[C:14]([C:23]2[CH:24]=[CH:25][C:26]([C:27]([OH:29])=[O:28])=[CH:31][CH:32]=2)=[CH:13][CH2:12]3)[CH2:9][CH2:8]1)(=[O:45])=[O:44].